This data is from NCI-60 drug combinations with 297,098 pairs across 59 cell lines. The task is: Regression. Given two drug SMILES strings and cell line genomic features, predict the synergy score measuring deviation from expected non-interaction effect. (1) Drug 1: CC1CCC2CC(C(=CC=CC=CC(CC(C(=O)C(C(C(=CC(C(=O)CC(OC(=O)C3CCCCN3C(=O)C(=O)C1(O2)O)C(C)CC4CCC(C(C4)OC)O)C)C)O)OC)C)C)C)OC. Drug 2: CC1=C(C(=CC=C1)Cl)NC(=O)C2=CN=C(S2)NC3=CC(=NC(=N3)C)N4CCN(CC4)CCO. Cell line: LOX IMVI. Synergy scores: CSS=1.58, Synergy_ZIP=-1.31, Synergy_Bliss=-2.08, Synergy_Loewe=-1.18, Synergy_HSA=-2.26. (2) Drug 1: CC1CCC2CC(C(=CC=CC=CC(CC(C(=O)C(C(C(=CC(C(=O)CC(OC(=O)C3CCCCN3C(=O)C(=O)C1(O2)O)C(C)CC4CCC(C(C4)OC)O)C)C)O)OC)C)C)C)OC. Drug 2: C1CN(CCN1C(=O)CCBr)C(=O)CCBr. Cell line: EKVX. Synergy scores: CSS=20.7, Synergy_ZIP=-6.97, Synergy_Bliss=0.356, Synergy_Loewe=1.12, Synergy_HSA=1.93. (3) Drug 1: CC1=C(C=C(C=C1)NC2=NC=CC(=N2)N(C)C3=CC4=NN(C(=C4C=C3)C)C)S(=O)(=O)N.Cl. Drug 2: CCCCC(=O)OCC(=O)C1(CC(C2=C(C1)C(=C3C(=C2O)C(=O)C4=C(C3=O)C=CC=C4OC)O)OC5CC(C(C(O5)C)O)NC(=O)C(F)(F)F)O. Cell line: U251. Synergy scores: CSS=8.45, Synergy_ZIP=-4.51, Synergy_Bliss=-3.85, Synergy_Loewe=-0.116, Synergy_HSA=-0.0759. (4) Synergy scores: CSS=-0.713, Synergy_ZIP=2.82, Synergy_Bliss=3.60, Synergy_Loewe=-2.80, Synergy_HSA=-2.41. Drug 2: CS(=O)(=O)OCCCCOS(=O)(=O)C. Drug 1: CN1C2=C(C=C(C=C2)N(CCCl)CCCl)N=C1CCCC(=O)O.Cl. Cell line: NCI/ADR-RES. (5) Drug 1: C1=NC2=C(N=C(N=C2N1C3C(C(C(O3)CO)O)O)F)N. Drug 2: CS(=O)(=O)CCNCC1=CC=C(O1)C2=CC3=C(C=C2)N=CN=C3NC4=CC(=C(C=C4)OCC5=CC(=CC=C5)F)Cl. Cell line: OVCAR-8. Synergy scores: CSS=28.7, Synergy_ZIP=-1.31, Synergy_Bliss=3.34, Synergy_Loewe=-14.0, Synergy_HSA=3.22. (6) Drug 1: CC1=CC=C(C=C1)C2=CC(=NN2C3=CC=C(C=C3)S(=O)(=O)N)C(F)(F)F. Drug 2: C1=NC2=C(N=C(N=C2N1C3C(C(C(O3)CO)O)O)F)N. Cell line: MALME-3M. Synergy scores: CSS=9.19, Synergy_ZIP=-2.87, Synergy_Bliss=1.74, Synergy_Loewe=-1.92, Synergy_HSA=1.38. (7) Drug 1: C1=CC=C(C(=C1)C(C2=CC=C(C=C2)Cl)C(Cl)Cl)Cl. Drug 2: CN(C(=O)NC(C=O)C(C(C(CO)O)O)O)N=O. Cell line: CCRF-CEM. Synergy scores: CSS=4.90, Synergy_ZIP=-1.07, Synergy_Bliss=1.17, Synergy_Loewe=4.20, Synergy_HSA=2.00. (8) Drug 1: CNC(=O)C1=NC=CC(=C1)OC2=CC=C(C=C2)NC(=O)NC3=CC(=C(C=C3)Cl)C(F)(F)F. Drug 2: CC1C(C(CC(O1)OC2CC(CC3=C2C(=C4C(=C3O)C(=O)C5=CC=CC=C5C4=O)O)(C(=O)C)O)N)O. Cell line: HOP-92. Synergy scores: CSS=65.3, Synergy_ZIP=12.8, Synergy_Bliss=14.0, Synergy_Loewe=7.56, Synergy_HSA=17.3. (9) Drug 1: C1=NNC2=C1C(=O)NC=N2. Drug 2: COC1=C2C(=CC3=C1OC=C3)C=CC(=O)O2. Cell line: NCI-H322M. Synergy scores: CSS=2.39, Synergy_ZIP=-1.38, Synergy_Bliss=-3.04, Synergy_Loewe=-1.30, Synergy_HSA=-2.23. (10) Drug 1: COC1=NC(=NC2=C1N=CN2C3C(C(C(O3)CO)O)O)N. Drug 2: C1CN(CCN1C(=O)CCBr)C(=O)CCBr. Cell line: CCRF-CEM. Synergy scores: CSS=83.8, Synergy_ZIP=0.0150, Synergy_Bliss=-0.0327, Synergy_Loewe=0.516, Synergy_HSA=3.43.